From a dataset of Forward reaction prediction with 1.9M reactions from USPTO patents (1976-2016). Predict the product of the given reaction. The product is: [CH3:12][C:13]1[CH:14]=[CH:15][C:16]([S:19]([O:22][CH2:23][CH:24]([OH:35])[CH2:25][C:26]2[CH:31]=[CH:30][CH:29]=[C:28]([C:8]([CH3:10])([CH3:9])[CH3:7])[C:27]=2[OH:34])(=[O:20])=[O:21])=[CH:17][CH:18]=1. Given the reactants S(C1C=[CH:10][C:8]([CH3:9])=[CH:7]C=1)([O-])(=O)=O.[CH3:12][C:13]1[CH:18]=[CH:17][C:16]([S:19]([O:22][CH2:23][CH:24]([OH:35])[CH2:25][C:26]2[CH:31]=[CH:30][C:29](OC)=[CH:28][C:27]=2[OH:34])(=[O:21])=[O:20])=[CH:15][CH:14]=1, predict the reaction product.